This data is from Peptide-MHC class I binding affinity with 185,985 pairs from IEDB/IMGT. The task is: Regression. Given a peptide amino acid sequence and an MHC pseudo amino acid sequence, predict their binding affinity value. This is MHC class I binding data. (1) The peptide sequence is ETKKRMDYF. The MHC is HLA-A80:01 with pseudo-sequence HLA-A80:01. The binding affinity (normalized) is 0.0847. (2) The peptide sequence is YIIRRSGCR. The MHC is HLA-A68:01 with pseudo-sequence HLA-A68:01. The binding affinity (normalized) is 0.615.